This data is from Reaction yield outcomes from USPTO patents with 853,638 reactions. The task is: Predict the reaction yield, written as a fraction of the theoretical maximum amount of product (1.0 means a 100% yield; for example, 0.34 means a 34% yield). (1) The reactants are [H-].[Na+].C1OCCOCCOCCOCCOC1.[F:18][C:19]1[C:20]([CH2:31][N:32]([CH3:40])[C:33](=[O:39])[O:34][C:35]([CH3:38])([CH3:37])[CH3:36])=[CH:21][NH:22][C:23]=1[C:24]1[C:25]([F:30])=[N:26][CH:27]=[CH:28][CH:29]=1.[CH3:41][N:42]1[CH:46]=[CH:45][N:44]=[C:43]1[S:47](Cl)(=[O:49])=[O:48]. The catalyst is O1CCCC1.O. The product is [F:18][C:19]1[C:20]([CH2:31][N:32]([CH3:40])[C:33](=[O:39])[O:34][C:35]([CH3:36])([CH3:37])[CH3:38])=[CH:21][N:22]([S:47]([C:43]2[N:42]([CH3:41])[CH:46]=[CH:45][N:44]=2)(=[O:49])=[O:48])[C:23]=1[C:24]1[C:25]([F:30])=[N:26][CH:27]=[CH:28][CH:29]=1. The yield is 0.980. (2) The reactants are Br[CH2:2][C:3]([O:5][CH2:6]C)=[O:4].[Br:8][C:9]1[CH:10]=[C:11]([OH:26])[CH:12]=[C:13]([Br:25])[C:14]=1[O:15][C:16]1[CH:21]=[CH:20][C:19]([N+:22]([O-])=O)=[CH:18][CH:17]=1.C(=O)([O-])[O-].[K+].[K+].C([O-])(=O)C.[Sn](Cl)Cl. The catalyst is CC(C)=O.C(O)C. The product is [CH3:6][O:5][C:3](=[O:4])[CH2:2][O:26][C:11]1[CH:10]=[C:9]([Br:8])[C:14]([O:15][C:16]2[CH:21]=[CH:20][C:19]([NH2:22])=[CH:18][CH:17]=2)=[C:13]([Br:25])[CH:12]=1. The yield is 0.643. (3) The reactants are Cl.Cl.[NH2:3][C:4]1[CH:9]=[C:8]([NH2:10])[CH:7]=[CH:6][C:5]=1[OH:11].[C:12](O)(=O)[C:13]1[CH:18]=[CH:17][CH:16]=[CH:15][CH:14]=1. The catalyst is O. The product is [C:13]1([C:12]2[O:11][C:5]3[CH:6]=[CH:7][C:8]([NH2:10])=[CH:9][C:4]=3[N:3]=2)[CH:18]=[CH:17][CH:16]=[CH:15][CH:14]=1. The yield is 0.970.